Dataset: Full USPTO retrosynthesis dataset with 1.9M reactions from patents (1976-2016). Task: Predict the reactants needed to synthesize the given product. (1) Given the product [NH2:12][C:2]1[CH:7]=[C:6]([Cl:8])[N:5]=[CH:4][C:3]=1[C:9]([NH2:11])=[O:10], predict the reactants needed to synthesize it. The reactants are: Cl[C:2]1[CH:7]=[C:6]([Cl:8])[N:5]=[CH:4][C:3]=1[C:9]([NH2:11])=[O:10].[NH3:12]. (2) Given the product [NH:1]1[C:5]2=[N:6][CH:7]=[CH:8][CH:9]=[C:4]2[C:3](/[CH:10]=[C:11]2\[O:12][C:13]3[C:20]([CH2:21][N:22]4[CH2:23][CH2:24][NH:25][CH2:26][CH2:27]4)=[C:19]([OH:35])[CH:18]=[CH:17][C:14]=3[C:15]\2=[O:16])=[N:2]1, predict the reactants needed to synthesize it. The reactants are: [NH:1]1[C:5]2=[N:6][CH:7]=[CH:8][CH:9]=[C:4]2[C:3](/[CH:10]=[C:11]2\[O:12][C:13]3[C:20]([CH2:21][N:22]4[CH2:27][CH2:26][N:25](C(OC(C)(C)C)=O)[CH2:24][CH2:23]4)=[C:19]([OH:35])[CH:18]=[CH:17][C:14]=3[C:15]\2=[O:16])=[N:2]1.Cl. (3) Given the product [CH2:21]([NH:28][C:3]([C:5]1[NH:6][CH:7]=[C:8]([C:10](=[O:18])[CH2:11][C:12]2[CH:13]=[CH:14][CH:15]=[CH:16][CH:17]=2)[CH:9]=1)=[O:4])[C:22]1[CH:27]=[CH:26][CH:25]=[CH:24][CH:23]=1, predict the reactants needed to synthesize it. The reactants are: ClC(Cl)(Cl)[C:3]([C:5]1[NH:6][CH:7]=[C:8]([C:10](=[O:18])[CH2:11][C:12]2[CH:17]=[CH:16][CH:15]=[CH:14][CH:13]=2)[CH:9]=1)=[O:4].[CH2:21]([NH2:28])[C:22]1[CH:27]=[CH:26][CH:25]=[CH:24][CH:23]=1. (4) Given the product [Cl:19][C:20]1[CH:25]=[C:24]([C:2]2[CH:7]=[CH:6][C:5]([C@@H:8]3[CH2:10][C@H:9]3[NH:11][C:12](=[O:18])[O:13][C:14]([CH3:17])([CH3:16])[CH3:15])=[CH:4][CH:3]=2)[CH:23]=[CH:22][CH:21]=1, predict the reactants needed to synthesize it. The reactants are: Br[C:2]1[CH:7]=[CH:6][C:5]([C@@H:8]2[CH2:10][C@H:9]2[NH:11][C:12](=[O:18])[O:13][C:14]([CH3:17])([CH3:16])[CH3:15])=[CH:4][CH:3]=1.[Cl:19][C:20]1[CH:21]=[C:22](B(O)O)[CH:23]=[CH:24][CH:25]=1.C([O-])([O-])=O.[K+].[K+]. (5) Given the product [C:22]([C:11]1[CH:10]=[C:9]2[C:5](=[CH:4][C:3]=1[CH2:1][CH3:2])[CH2:6][C:7]([NH:13][C:14](=[O:21])[C:15]1[CH:16]=[CH:17][CH:18]=[CH:19][CH:20]=1)([CH3:12])[CH2:8]2)(=[O:24])[CH3:23].[CH2:22]([C:25]1[CH:26]=[C:27]2[C:31](=[CH:32][CH:33]=1)[CH2:30][C:29]([NH:35][C:36](=[O:43])[C:37]1[CH:38]=[CH:39][CH:40]=[CH:41][CH:42]=1)([CH3:34])[CH2:28]2)[CH3:23], predict the reactants needed to synthesize it. The reactants are: [CH2:1]([C:3]1[CH:4]=[C:5]2[C:9](=[CH:10][CH:11]=1)[CH2:8][C:7]([NH:13][C:14](=[O:21])[C:15]1[CH:20]=[CH:19][CH:18]=[CH:17][CH:16]=1)([CH3:12])[CH2:6]2)[CH3:2].[C:22]([C:25]1[CH:26]=[C:27]2[C:31](=[CH:32][CH:33]=1)[CH2:30][C:29]([NH:35][C:36](=[O:43])[C:37]1[CH:42]=[CH:41][CH:40]=[CH:39][CH:38]=1)([CH3:34])[CH2:28]2)(=[O:24])[CH3:23]. (6) Given the product [Cl:10][C:7]1[S:6][C:5]([C:3]2[N:12]=[C:11]([C:14]([O:16][CH2:17][CH3:18])=[O:15])[S:13][CH:2]=2)=[CH:9][CH:8]=1, predict the reactants needed to synthesize it. The reactants are: Br[CH2:2][C:3]([C:5]1[S:6][C:7]([Cl:10])=[CH:8][CH:9]=1)=O.[C:11]([C:14]([O:16][CH2:17][CH3:18])=[O:15])(=[S:13])[NH2:12]. (7) Given the product [CH3:33][C:34]1[CH2:39][CH2:38][N:37]([C:23]([C:22]2[CH:21]=[CH:20][C:19]([C:16]3[N:17]=[CH:18][C:13]4[N:14]([C:10]([C:7]5[CH:8]=[CH:9][C:4]([C:1]#[N:2])=[CH:5][CH:6]=5)=[CH:11][N:12]=4)[CH:15]=3)=[CH:27][CH:26]=2)=[O:24])[CH2:36][CH:35]=1, predict the reactants needed to synthesize it. The reactants are: [C:1]([C:4]1[CH:9]=[CH:8][C:7]([C:10]2[N:14]3[CH:15]=[C:16]([C:19]4[CH:27]=[CH:26][C:22]([C:23](O)=[O:24])=[CH:21][CH:20]=4)[N:17]=[CH:18][C:13]3=[N:12][CH:11]=2)=[CH:6][CH:5]=1)(=O)[NH2:2].P(Cl)(Cl)(Cl)=O.[CH3:33][C:34]1(O)[CH2:39][CH2:38][NH:37][CH2:36][CH2:35]1.N1C=CC=CC=1. (8) The reactants are: [CH:1]1([N:5]2[CH2:10][CH2:9][CH:8]([O:11][C:12]3[CH:17]=[CH:16][C:15]([CH:18]=[CH:19][C:20]([N:22]4[CH2:27][CH2:26][O:25][CH2:24][CH2:23]4)=[O:21])=[CH:14][CH:13]=3)[CH2:7][CH2:6]2)[CH2:4][CH2:3][CH2:2]1.[C:28]([OH:35])(=[O:34])/[CH:29]=[CH:30]/[C:31]([OH:33])=[O:32]. Given the product [C:28]([OH:35])(=[O:34])/[CH:29]=[CH:30]/[C:31]([OH:33])=[O:32].[CH:1]1([N:5]2[CH2:10][CH2:9][CH:8]([O:11][C:12]3[CH:13]=[CH:14][C:15]([CH:18]=[CH:19][C:20]([N:22]4[CH2:27][CH2:26][O:25][CH2:24][CH2:23]4)=[O:21])=[CH:16][CH:17]=3)[CH2:7][CH2:6]2)[CH2:2][CH2:3][CH2:4]1, predict the reactants needed to synthesize it. (9) Given the product [CH3:20][N:15]1[C:14]2[CH:21]=[CH:22][C:11]([N:7]3[CH2:6][C@H:5]([C:3]([NH2:23])=[O:2])[O:9][C:8]3=[O:10])=[CH:12][C:13]=2[O:18][CH2:17][C:16]1=[O:19], predict the reactants needed to synthesize it. The reactants are: C[O:2][C:3]([C@@H:5]1[O:9][C:8](=[O:10])[N:7]([C:11]2[CH:22]=[CH:21][C:14]3[N:15]([CH3:20])[C:16](=[O:19])[CH2:17][O:18][C:13]=3[CH:12]=2)[CH2:6]1)=O.[NH3:23].